The task is: Regression. Given a peptide amino acid sequence and an MHC pseudo amino acid sequence, predict their binding affinity value. This is MHC class II binding data.. This data is from Peptide-MHC class II binding affinity with 134,281 pairs from IEDB. (1) The peptide sequence is GVDYTITVYAVTYYK. The MHC is HLA-DPA10301-DPB10402 with pseudo-sequence HLA-DPA10301-DPB10402. The binding affinity (normalized) is 0.543. (2) The peptide sequence is EKVDAAFKVAATAAN. The MHC is HLA-DPA10201-DPB11401 with pseudo-sequence HLA-DPA10201-DPB11401. The binding affinity (normalized) is 0.442.